From a dataset of Reaction yield outcomes from USPTO patents with 853,638 reactions. Predict the reaction yield, written as a fraction of the theoretical maximum amount of product (1.0 means a 100% yield; for example, 0.34 means a 34% yield). (1) The reactants are [NH:1]1[CH2:6][CH2:5][CH:4]([C:7]([NH2:9])=O)[CH2:3][CH2:2]1.Br[CH2:11][CH2:12][CH2:13][O:14][CH3:15].C(=O)([O-])[O-].[K+].[K+]. The catalyst is C(O)C. The product is [CH3:15][O:14][CH2:13][CH2:12][CH2:11][N:1]1[CH2:6][CH2:5][CH:4]([CH2:7][NH2:9])[CH2:3][CH2:2]1. The yield is 0.490. (2) The product is [Cl:11][C:12]1[CH:13]=[C:14]([C:15]2[N:17]=[C:4]([C:3]3[CH:7]=[CH:8][N:9]=[CH:10][C:2]=3[Cl:1])[O:5][N:16]=2)[CH:19]=[CH:20][C:21]=1[O:22][CH:23]([CH3:25])[CH3:24]. The catalyst is N1C=CC=CC=1. The reactants are [Cl:1][C:2]1[CH:10]=[N:9][CH:8]=[CH:7][C:3]=1[C:4](Cl)=[O:5].[Cl:11][C:12]1[CH:13]=[C:14]([CH:19]=[CH:20][C:21]=1[O:22][CH:23]([CH3:25])[CH3:24])[C:15]([NH:17]O)=[NH:16]. The yield is 0.703. (3) The reactants are [O:1]1[C:6]2[CH:7]=[CH:8][C:9](C=O)=[CH:10][C:5]=2[O:4][CH2:3][CH2:2]1.C1C=C(Cl)C=C(C(OO)=[O:21])C=1.C([O-])(O)=O.[Na+]. The catalyst is C(Cl)Cl. The product is [O:1]1[C:6]2[CH:7]=[CH:8][C:9]([OH:21])=[CH:10][C:5]=2[O:4][CH2:3][CH2:2]1. The yield is 0.940.